This data is from Full USPTO retrosynthesis dataset with 1.9M reactions from patents (1976-2016). The task is: Predict the reactants needed to synthesize the given product. (1) Given the product [F:1][C:2]1[CH:7]=[CH:6][C:5]([CH2:8][N:9]2[C:13]([CH2:14][CH2:15][C:16]([NH2:20])=[O:18])=[CH:12][N:11]=[CH:10]2)=[CH:4][CH:3]=1, predict the reactants needed to synthesize it. The reactants are: [F:1][C:2]1[CH:7]=[CH:6][C:5]([CH2:8][N:9]2[C:13]([CH2:14][CH2:15][C:16]([O:18]C)=O)=[CH:12][N:11]=[CH:10]2)=[CH:4][CH:3]=1.[NH3:20]. (2) Given the product [C:25]([O:28][CH2:29][C:30]1[C:31]([N:45]2[CH2:57][CH2:56][N:48]3[C:49]4[CH2:50][CH2:51][CH2:52][CH2:53][C:54]=4[CH:55]=[C:47]3[C:46]2=[O:58])=[CH:32][CH:33]=[CH:34][C:35]=1[C:2]1[CH:3]=[C:4]([NH:10][C:11]2[CH:16]=[CH:15][C:14]([C:17]([N:19]3[CH2:24][CH2:23][O:22][CH2:21][CH2:20]3)=[O:18])=[CH:13][N:12]=2)[C:5](=[O:9])[N:6]([CH3:8])[CH:7]=1)(=[O:27])[CH3:26], predict the reactants needed to synthesize it. The reactants are: Br[C:2]1[CH:3]=[C:4]([NH:10][C:11]2[CH:16]=[CH:15][C:14]([C:17]([N:19]3[CH2:24][CH2:23][O:22][CH2:21][CH2:20]3)=[O:18])=[CH:13][N:12]=2)[C:5](=[O:9])[N:6]([CH3:8])[CH:7]=1.[C:25]([O:28][CH2:29][C:30]1[C:35](B2OC(C)(C)C(C)(C)O2)=[CH:34][CH:33]=[CH:32][C:31]=1[N:45]1[CH2:57][CH2:56][N:48]2[C:49]3[CH2:50][CH2:51][CH2:52][CH2:53][C:54]=3[CH:55]=[C:47]2[C:46]1=[O:58])(=[O:27])[CH3:26]. (3) Given the product [CH3:1][O:2][C:3]1[CH:4]=[C:5]([C:15]2[O:19][C:18]([CH:20]=[O:21])=[CH:17][CH:16]=2)[CH:6]=[CH:7][C:8]=1[O:9][CH3:10], predict the reactants needed to synthesize it. The reactants are: [CH3:1][O:2][C:3]1[CH:4]=[C:5](B(O)O)[CH:6]=[CH:7][C:8]=1[O:9][CH3:10].Br[C:15]1[O:19][C:18]([CH:20]=[O:21])=[CH:17][CH:16]=1.C([O-])([O-])=O.[Na+].[Na+]. (4) Given the product [CH2:31]([N:28]([CH2:29][CH3:30])[C:25]1[N:24]=[CH:23][C:22]([CH2:21][NH:20][C:12]2[C:13]3[C:18]([CH3:19])=[N:17][CH:16]=[N:15][C:14]=3[N:9]([OH:8])[C:10](=[O:33])[CH:11]=2)=[CH:27][CH:26]=1)[CH3:32], predict the reactants needed to synthesize it. The reactants are: C([O:8][N:9]1[C:14]2[N:15]=[CH:16][N:17]=[C:18]([CH3:19])[C:13]=2[C:12]([NH:20][CH2:21][C:22]2[CH:23]=[N:24][C:25]([N:28]([CH2:31][CH3:32])[CH2:29][CH3:30])=[CH:26][CH:27]=2)=[CH:11][C:10]1=[O:33])C1C=CC=CC=1.[H][H]. (5) Given the product [CH2:1]([O:15][C:16]([C:18]1[CH:22]=[CH:21][S:20][C:19]=1[C:23]1[S:27][C:26]2[N:25]=[C:23]([C:19]3[S:20][CH:21]=[CH:22][C:18]=3[C:16]([O:15][CH2:1][CH2:2][CH2:3][CH2:4][CH2:5][CH2:6][CH2:7][CH2:8][CH2:9][CH2:10][CH2:11][CH2:12][CH2:13][CH3:14])=[O:17])[S:29][C:28]=2[N:30]=1)=[O:17])[CH2:2][CH2:3][CH2:4][CH2:5][CH2:6][CH2:7][CH2:8][CH2:9][CH2:10][CH2:11][CH2:12][CH2:13][CH3:14], predict the reactants needed to synthesize it. The reactants are: [CH2:1]([O:15][C:16]([C:18]1[CH:22]=[CH:21][S:20][C:19]=1[CH:23]=O)=[O:17])[CH2:2][CH2:3][CH2:4][CH2:5][CH2:6][CH2:7][CH2:8][CH2:9][CH2:10][CH2:11][CH2:12][CH2:13][CH3:14].[NH2:25][C:26]([C:28]([NH2:30])=[S:29])=[S:27]. (6) Given the product [CH3:22][C:19]([NH:18][C:8]([C:5]1[CH:4]=[C:3]([O:11][C@@H:12]([CH3:17])[C:13]([F:16])([F:15])[F:14])[C:2]([Br:1])=[CH:7][N:6]=1)=[O:10])([C:20]#[N:21])[CH:23]1[CH2:25][CH2:24]1, predict the reactants needed to synthesize it. The reactants are: [Br:1][C:2]1[C:3]([O:11][C@@H:12]([CH3:17])[C:13]([F:16])([F:15])[F:14])=[CH:4][C:5]([C:8]([OH:10])=O)=[N:6][CH:7]=1.[NH2:18][C:19]([CH:23]1[CH2:25][CH2:24]1)([CH3:22])[C:20]#[N:21]. (7) Given the product [CH3:25][O:26][CH2:27][O:28][C:29]1[CH:34]=[C:33]([C:2]2[N:3]=[C:4]3[C:10]([C:11](=[O:16])[C:12]([CH3:15])([CH3:14])[CH3:13])=[CH:9][N:8]([CH2:17][O:18][CH2:19][CH2:20][Si:21]([CH3:24])([CH3:23])[CH3:22])[C:5]3=[N:6][CH:7]=2)[CH:32]=[C:31]([N:44]2[CH2:48][CH2:47][CH2:46][CH2:45]2)[CH:30]=1, predict the reactants needed to synthesize it. The reactants are: Br[C:2]1[N:3]=[C:4]2[C:10]([C:11](=[O:16])[C:12]([CH3:15])([CH3:14])[CH3:13])=[CH:9][N:8]([CH2:17][O:18][CH2:19][CH2:20][Si:21]([CH3:24])([CH3:23])[CH3:22])[C:5]2=[N:6][CH:7]=1.[CH3:25][O:26][CH2:27][O:28][C:29]1[CH:30]=[C:31]([N:44]2[CH2:48][CH2:47][CH2:46][CH2:45]2)[CH:32]=[C:33](B2OC(C)(C)C(C)(C)O2)[CH:34]=1.C([O-])([O-])=O.[K+].[K+].O1CCOCC1.